This data is from Reaction yield outcomes from USPTO patents with 853,638 reactions. The task is: Predict the reaction yield, written as a fraction of the theoretical maximum amount of product (1.0 means a 100% yield; for example, 0.34 means a 34% yield). The reactants are [Cl:1][C:2]1[CH:7]=[C:6]([Cl:8])[CH:5]=[CH:4][C:3]=1[C:9]1[N:10]=[C:11](/[CH:16]=[CH:17]/[C:18]2[CH:23]=[CH:22][C:21]([C:24]3[CH:29]=[CH:28][C:27]([OH:30])=[CH:26][CH:25]=3)=[CH:20][CH:19]=2)[N:12]([CH2:14][CH3:15])[CH:13]=1.[CH3:31][O:32][C:33]([C:35]1[O:36][C:37](Br)=[CH:38][CH:39]=1)=[O:34]. No catalyst specified. The product is [CH3:31][O:32][C:33]([C:35]1[O:36][C:37]([O:30][C:27]2[CH:26]=[CH:25][C:24]([C:21]3[CH:22]=[CH:23][C:18](/[CH:17]=[CH:16]/[C:11]4[N:12]([CH2:14][CH3:15])[CH:13]=[C:9]([C:3]5[CH:4]=[CH:5][C:6]([Cl:8])=[CH:7][C:2]=5[Cl:1])[N:10]=4)=[CH:19][CH:20]=3)=[CH:29][CH:28]=2)=[CH:38][CH:39]=1)=[O:34]. The yield is 0.380.